Dataset: Reaction yield outcomes from USPTO patents with 853,638 reactions. Task: Predict the reaction yield, written as a fraction of the theoretical maximum amount of product (1.0 means a 100% yield; for example, 0.34 means a 34% yield). (1) The reactants are [CH:1]1([C:5]2[C:9]3[CH2:10][N:11](C(OCC4C=CC=CC=4)=O)[CH:12]([CH3:14])[CH2:13][C:8]=3[NH:7][N:6]=2)[CH2:4][CH2:3][CH2:2]1. The catalyst is CO.[Pd]. The product is [CH:1]1([C:5]2[C:9]3[CH2:10][NH:11][CH:12]([CH3:14])[CH2:13][C:8]=3[NH:7][N:6]=2)[CH2:4][CH2:3][CH2:2]1. The yield is 0.510. (2) The reactants are [Br:1][C:2]1[CH:3]=[C:4]2[C:8](=[CH:9][CH:10]=1)[NH:7][C:6](=[O:11])[CH2:5]2.[CH3:12][N:13]1[CH2:18][CH2:17][N:16]([C:19]2[N:24]=[CH:23][C:22]([C:25]3[C:33]4[C:28](=[CH:29][C:30]([CH:34]=O)=[CH:31][CH:32]=4)[NH:27][N:26]=3)=[CH:21][CH:20]=2)[CH2:15][CH2:14]1. No catalyst specified. The product is [Br:1][C:2]1[CH:3]=[C:4]2[C:8](=[CH:9][CH:10]=1)[NH:7][C:6](=[O:11])[C:5]2=[CH:34][C:30]1[CH:29]=[C:28]2[C:33]([C:25]([C:22]3[CH:23]=[N:24][C:19]([N:16]4[CH2:15][CH2:14][N:13]([CH3:12])[CH2:18][CH2:17]4)=[CH:20][CH:21]=3)=[N:26][NH:27]2)=[CH:32][CH:31]=1. The yield is 0.880. (3) The reactants are [Cl:1][C:2]1[CH:20]=[CH:19][CH:18]=[C:17]([Cl:21])[C:3]=1[CH2:4][CH:5]1[CH2:9][CH2:8][N:7]([CH:10]2[CH2:15][CH2:14][CH2:13][NH:12][CH2:11]2)[C:6]1=[O:16].C=O.[C:24](O[BH-](OC(=O)C)OC(=O)C)(=O)C.[Na+].C(OCC)(=O)C.Cl. The catalyst is ClCCl.C(O)(=O)C. The product is [ClH:1].[Cl:1][C:2]1[CH:20]=[CH:19][CH:18]=[C:17]([Cl:21])[C:3]=1[CH2:4][CH:5]1[CH2:9][CH2:8][N:7]([CH:10]2[CH2:15][CH2:14][CH2:13][N:12]([CH3:24])[CH2:11]2)[C:6]1=[O:16]. The yield is 0.750. (4) The reactants are Cl[C:2]1[N:7]=[CH:6][C:5]2[C:8]([N:14]3[CH2:19][CH2:18][O:17][CH2:16][CH2:15]3)=[N:9][N:10]([CH:11]([CH3:13])[CH3:12])[C:4]=2[CH:3]=1.[NH2:20][C:21]1[CH:26]=[CH:25][N:24]=[C:23]([N:27]2[CH2:32][CH2:31][C@H:30]([OH:33])[C@H:29]([F:34])[CH2:28]2)[N:22]=1.C1(P(C2CCCCC2)C2C=CC=CC=2C2C(C(C)C)=CC(C(C)C)=CC=2C(C)C)CCCCC1.C(=O)([O-])[O-].[Cs+].[Cs+]. The catalyst is O1CCOCC1.C1C=CC(/C=C/C(/C=C/C2C=CC=CC=2)=O)=CC=1.C1C=CC(/C=C/C(/C=C/C2C=CC=CC=2)=O)=CC=1.C1C=CC(/C=C/C(/C=C/C2C=CC=CC=2)=O)=CC=1.[Pd].[Pd]. The product is [F:34][C@H:29]1[C@@H:30]([OH:33])[CH2:31][CH2:32][N:27]([C:23]2[N:22]=[C:21]([NH:20][C:2]3[N:7]=[CH:6][C:5]4[C:8]([N:14]5[CH2:19][CH2:18][O:17][CH2:16][CH2:15]5)=[N:9][N:10]([CH:11]([CH3:13])[CH3:12])[C:4]=4[CH:3]=3)[CH:26]=[CH:25][N:24]=2)[CH2:28]1. The yield is 0.420.